Dataset: Retrosynthesis with 50K atom-mapped reactions and 10 reaction types from USPTO. Task: Predict the reactants needed to synthesize the given product. (1) Given the product CC1(C)CCC(C)(C)c2c(OCc3cccc4ccccc34)cc([Se]C#Cc3ccc(C(=O)O)cc3)cc21, predict the reactants needed to synthesize it. The reactants are: COC(=O)c1ccc(C#C[Se]c2cc(OCc3cccc4ccccc34)c3c(c2)C(C)(C)CCC3(C)C)cc1. (2) Given the product C=CCOC(=O)COc1c(C(=O)OC(C)C)sc(-c2cccc(NC3CCN(S(=O)(=O)Cc4ccccc4)CC3)c2)c1Br, predict the reactants needed to synthesize it. The reactants are: C=CCOC(=O)COc1c(C(=O)O)sc(-c2cccc(NC3CCN(S(=O)(=O)Cc4ccccc4)CC3)c2)c1Br.CN(C)C=O. (3) Given the product NC(=O)c1sc2ncnc(-c3cccc(NC(=O)Cc4ccccc4)c3)c2c1N, predict the reactants needed to synthesize it. The reactants are: NC(=O)c1sc2ncnc(-c3cccc(N)c3)c2c1N.O=C(Cl)Cc1ccccc1.